Dataset: Peptide-MHC class I binding affinity with 185,985 pairs from IEDB/IMGT. Task: Regression. Given a peptide amino acid sequence and an MHC pseudo amino acid sequence, predict their binding affinity value. This is MHC class I binding data. The binding affinity (normalized) is 0.557. The MHC is HLA-A02:01 with pseudo-sequence HLA-A02:01. The peptide sequence is FIASAPQQL.